This data is from Cav3 T-type calcium channel HTS with 100,875 compounds. The task is: Binary Classification. Given a drug SMILES string, predict its activity (active/inactive) in a high-throughput screening assay against a specified biological target. (1) The molecule is O1C2(CCC(CC2)C)C(=C(C1=O)C)C(=O)N1CCc2c1cccc2. The result is 0 (inactive). (2) The molecule is O(c1c(c2c(cc1)cccc2)/C=C1\NC(=O)N(C1=O)c1ccccc1)Cc1ccc(cc1)C(O)=O. The result is 0 (inactive). (3) The drug is s1c(nnc1NC(=O)Cc1c2c(oc1)cc(c(c2)C)C)C1CC1. The result is 0 (inactive). (4) The molecule is S(CC(=O)N1CCC(CC1)C(OC)=O)c1oc(nn1)c1ccncc1. The result is 0 (inactive). (5) The molecule is Clc1cc(C(=O)N2CCN(CC2)c2ncccc2)ccc1. The result is 0 (inactive). (6) The molecule is O(C1C(N(C1=O)CCc1cc(OC)c(OC)cc1)c1cc2OCOc2cc1)c1ccc(OC)cc1. The result is 0 (inactive).